This data is from Catalyst prediction with 721,799 reactions and 888 catalyst types from USPTO. The task is: Predict which catalyst facilitates the given reaction. (1) Reactant: Cl[C:2]1[C:11]2[C:6](=[CH:7][CH:8]=[CH:9][CH:10]=2)[N:5]=[C:4]([C:12]2[CH:17]=[CH:16][C:15]([S:18][CH3:19])=[CH:14][CH:13]=2)[CH:3]=1.[F:20][C:21]([F:28])([F:27])[C:22]1[CH:26]=[CH:25][NH:24][N:23]=1.[H-].[Na+]. Product: [CH3:19][S:18][C:15]1[CH:16]=[CH:17][C:12]([C:4]2[CH:3]=[C:2]([N:24]3[CH:25]=[CH:26][C:22]([C:21]([F:28])([F:27])[F:20])=[N:23]3)[C:11]3[C:6](=[CH:7][CH:8]=[CH:9][CH:10]=3)[N:5]=2)=[CH:13][CH:14]=1. The catalyst class is: 39. (2) Reactant: [Br:1][C:2]1[CH:3]=[C:4]([CH:8]=[CH:9][CH:10]=1)[C:5](Cl)=[O:6].Cl.[CH3:12][NH:13][O:14][CH3:15].C(NC(C)C)(C)C. Product: [Br:1][C:2]1[CH:3]=[C:4]([CH:8]=[CH:9][CH:10]=1)[C:5]([N:13]([O:14][CH3:15])[CH3:12])=[O:6]. The catalyst class is: 2. (3) Reactant: [C:1]1(/[CH:7]=[CH:8]/[CH2:9][CH2:10][CH2:11][CH2:12][C:13]#[C:14][C:15](=[O:17])[CH3:16])[CH:6]=[CH:5][CH:4]=[CH:3][CH:2]=1. Product: [CH2:5]1[C:6]2[C:1](=[CH:7][C:8]3[C:13]([C:14]=2[C:15](=[O:17])[CH3:16])=[CH:12][CH:11]=[CH:10][CH:9]=3)[CH2:2][CH2:3][CH2:4]1. The catalyst class is: 262. (4) Reactant: [CH2:1]([N:5]1[C:13]2[N:12]=[C:11]([Cl:14])[NH:10][C:9]=2[C:8](=[O:15])[N:7]([CH2:16][CH2:17][CH2:18][CH2:19][C:20]([O:22]CC)=O)[C:6]1=[O:25])[CH2:2][CH2:3][CH3:4].O[NH:27][C:28]([C:30]1[CH:35]=[CH:34][CH:33]=[C:32]([OH:36])[CH:31]=1)=[NH:29].CC[O-].[Na+]. Product: [CH2:1]([N:5]1[C:13]2[N:12]=[C:11]([Cl:14])[NH:10][C:9]=2[C:8](=[O:15])[N:7]([CH2:16][CH2:17][CH2:18][CH2:19][C:20]2[O:22][N:29]=[C:28]([C:30]3[CH:35]=[CH:34][CH:33]=[C:32]([OH:36])[CH:31]=3)[N:27]=2)[C:6]1=[O:25])[CH2:2][CH2:3][CH3:4]. The catalyst class is: 14. (5) Reactant: [CH2:1]([O:8][C:9](=[O:24])[NH:10][C:11]1[CH:16]=[CH:15][CH:14]=[C:13]([CH2:17][C:18](N(OC)C)=[O:19])[CH:12]=1)[C:2]1[CH:7]=[CH:6][CH:5]=[CH:4][CH:3]=1.[CH:25]([Mg]Br)=[CH2:26]. Product: [CH2:1]([O:8][C:9](=[O:24])[NH:10][C:11]1[CH:16]=[CH:15][CH:14]=[C:13]([CH2:17][C:18](=[O:19])[CH:25]=[CH2:26])[CH:12]=1)[C:2]1[CH:3]=[CH:4][CH:5]=[CH:6][CH:7]=1. The catalyst class is: 1. (6) Reactant: C1C=CC(P(C2C=CC=CC=2)C2C=CC=CC=2)=CC=1.CCN(CC)CC.[CH2:27]([C:30]1[N:31]=[C:32]([C:36]2[CH:41]=[CH:40][CH:39]=[CH:38][CH:37]=2)[O:33][C:34]=1[CH3:35])[CH:28]=[CH2:29].I[C:43]1[CH:58]=[CH:57][C:46]([O:47][C:48]2([C:52]([O:54][CH2:55][CH3:56])=[O:53])[CH2:51][CH2:50][CH2:49]2)=[CH:45][CH:44]=1. Product: [CH3:35][C:34]1[O:33][C:32]([C:36]2[CH:41]=[CH:40][CH:39]=[CH:38][CH:37]=2)=[N:31][C:30]=1[CH2:27]/[CH:28]=[CH:29]/[C:43]1[CH:58]=[CH:57][C:46]([O:47][C:48]2([C:52]([O:54][CH2:55][CH3:56])=[O:53])[CH2:51][CH2:50][CH2:49]2)=[CH:45][CH:44]=1. The catalyst class is: 222. (7) Reactant: Cl[C:2]1[CH:9]=[CH:8][C:5]([CH2:6][OH:7])=[CH:4][C:3]=1[O:10][CH2:11][CH3:12].[Cl:13]CCl. Product: [Cl:13][C:4]1[C:3]([O:10][CH2:11][CH3:12])=[CH:2][CH:9]=[CH:8][C:5]=1[CH:6]=[O:7]. The catalyst class is: 697.